From a dataset of Tyrosyl-DNA phosphodiesterase HTS with 341,365 compounds. Binary Classification. Given a drug SMILES string, predict its activity (active/inactive) in a high-throughput screening assay against a specified biological target. (1) The result is 0 (inactive). The molecule is s1c2c(n3c(nnc3n(c2=O)C)CCCC(=O)NCCc2ccccc2)cc1. (2) The molecule is S(c1ccc(C(=O)C2CN(CCC2)Cc2c([nH]nc2)C(OCC)=O)cc1)C. The result is 0 (inactive). (3) The drug is S(=O)(=O)(N1CCCCC1)c1cc(c(N2CCCCC2)cc1)C(O)=O. The result is 0 (inactive). (4) The molecule is O(\N=C(/C)C)C(CN1CCCCc2nc(c(cc12)C)C)C. The result is 0 (inactive). (5) The compound is s1c(nc2c1cccc2)c1[nH]c(cc1C)C. The result is 0 (inactive). (6) The molecule is S(=O)(=O)(N1CCCCC1)c1cc(C(=O)N2CC(OC(C2)C)C)ccc1C. The result is 0 (inactive).